This data is from Reaction yield outcomes from USPTO patents with 853,638 reactions. The task is: Predict the reaction yield, written as a fraction of the theoretical maximum amount of product (1.0 means a 100% yield; for example, 0.34 means a 34% yield). (1) The reactants are [CH2:1]([O:3][CH2:4][CH2:5][NH:6][CH2:7][C:8]1[S:12][C:11](B(O)O)=[CH:10][CH:9]=1)[CH3:2].Br[C:17]1[CH:18]=[C:19]2[C:23](=[C:24]([C:26]([NH2:28])=[O:27])[CH:25]=1)[NH:22][CH:21]=[C:20]2[CH:29]1[CH2:34][CH2:33][N:32]([S:35]([CH2:38][CH3:39])(=[O:37])=[O:36])[CH2:31][CH2:30]1.C([O-])([O-])=O.[K+].[K+]. The catalyst is C1C=CC([P]([Pd]([P](C2C=CC=CC=2)(C2C=CC=CC=2)C2C=CC=CC=2)([P](C2C=CC=CC=2)(C2C=CC=CC=2)C2C=CC=CC=2)[P](C2C=CC=CC=2)(C2C=CC=CC=2)C2C=CC=CC=2)(C2C=CC=CC=2)C2C=CC=CC=2)=CC=1. The product is [CH2:1]([O:3][CH2:4][CH2:5][NH:6][CH2:7][C:8]1[S:12][C:11]([C:17]2[CH:18]=[C:19]3[C:23](=[C:24]([C:26]([NH2:28])=[O:27])[CH:25]=2)[NH:22][CH:21]=[C:20]3[CH:29]2[CH2:30][CH2:31][N:32]([S:35]([CH2:38][CH3:39])(=[O:36])=[O:37])[CH2:33][CH2:34]2)=[CH:10][CH:9]=1)[CH3:2]. The yield is 0.0700. (2) The reactants are [Cl:1][C:2]1[CH:7]=[CH:6][C:5]([C:8]2([C:12]([N:14]3[CH2:19][CH2:18][CH2:17][CH:16]([CH2:20]OS(C)(=O)=O)[CH2:15]3)=[O:13])[CH2:11][CH2:10][CH2:9]2)=[CH:4][CH:3]=1.[CH:26]([O:29][C:30]1[CH:35]=[CH:34][CH:33]=[CH:32][C:31]=1[N:36]1[CH2:41][CH2:40][NH:39][CH2:38][CH2:37]1)([CH3:28])[CH3:27].C(=O)([O-])[O-].[Cs+].[Cs+]. No catalyst specified. The product is [Cl:1][C:2]1[CH:7]=[CH:6][C:5]([C:8]2([C:12]([N:14]3[CH2:19][CH2:18][CH2:17][CH:16]([CH2:20][N:39]4[CH2:40][CH2:41][N:36]([C:31]5[CH:32]=[CH:33][CH:34]=[CH:35][C:30]=5[O:29][CH:26]([CH3:28])[CH3:27])[CH2:37][CH2:38]4)[CH2:15]3)=[O:13])[CH2:11][CH2:10][CH2:9]2)=[CH:4][CH:3]=1. The yield is 0.370.